Dataset: Full USPTO retrosynthesis dataset with 1.9M reactions from patents (1976-2016). Task: Predict the reactants needed to synthesize the given product. (1) Given the product [ClH:29].[CH3:2][O:3][C:4]([C@@H:5]1[CH2:7][C:8]2[C:16]3[C:11](=[CH:12][CH:13]=[CH:14][CH:15]=3)[NH:10][C:9]=2[C@H:24]([C:23]2[CH:18]=[CH:19][C:20]3[O:28][CH2:27][O:26][C:21]=3[CH:22]=2)[NH:6]1)=[O:17], predict the reactants needed to synthesize it. The reactants are: Cl.[CH3:2][O:3][C:4](=[O:17])[C@@H:5]([CH2:7][C:8]1[C:16]2[C:11](=[CH:12][CH:13]=[CH:14][CH:15]=2)[NH:10][CH:9]=1)[NH2:6].[CH:18]1[C:23]([CH:24]=O)=[CH:22][C:21]2[O:26][CH2:27][O:28][C:20]=2[CH:19]=1.[Cl:29]CCl. (2) Given the product [CH3:51][O:50][C:48]1[CH:49]=[C:44]([CH:45]=[C:46]([O:52][CH3:53])[CH:47]=1)[O:1][CH2:2][C@@H:3]1[C@:12]2([CH3:13])[C@H:7]([C:8]([CH3:15])([CH3:14])[CH2:9][CH2:10][CH2:11]2)[CH2:6][CH2:5][C@@:4]1([CH3:17])[OH:16], predict the reactants needed to synthesize it. The reactants are: [OH:1][CH2:2][C@@H:3]1[C@:12]2([CH3:13])[C@H:7]([C:8]([CH3:15])([CH3:14])[CH2:9][CH2:10][CH2:11]2)[CH2:6][CH2:5][C@@:4]1([CH3:17])[OH:16].CC1C=NC2C(C=1C)=CC=C1C=2N=CC(C)=C1C.C1(C)C=CC=CC=1.I[C:44]1[CH:49]=[C:48]([O:50][CH3:51])[CH:47]=[C:46]([O:52][CH3:53])[CH:45]=1. (3) The reactants are: [CH3:1][C:2]1[N:7]=[C:6]2[NH:8][C:9]([C:11](=[O:28])[NH:12][CH:13]([C:18]3[CH:23]=[CH:22][CH:21]=[C:20]([C:24]([F:27])([F:26])[F:25])[CH:19]=3)[C:14]([F:17])([F:16])[F:15])=[CH:10][C:5]2=[CH:4][C:3]=1[C:29]([O:31][CH3:32])=[O:30].[H-].[Na+].I[CH2:36][CH3:37].O. Given the product [CH2:36]([N:8]1[C:6]2=[N:7][C:2]([CH3:1])=[C:3]([C:29]([O:31][CH3:32])=[O:30])[CH:4]=[C:5]2[CH:10]=[C:9]1[C:11](=[O:28])[NH:12][CH:13]([C:18]1[CH:23]=[CH:22][CH:21]=[C:20]([C:24]([F:27])([F:26])[F:25])[CH:19]=1)[C:14]([F:15])([F:16])[F:17])[CH3:37], predict the reactants needed to synthesize it.